From a dataset of Catalyst prediction with 721,799 reactions and 888 catalyst types from USPTO. Predict which catalyst facilitates the given reaction. (1) Reactant: [CH3:1][C:2]1[N:3]=[C:4]2[C:13]3[NH:12][C@H:11]([C:14]4[CH:19]=[CH:18][CH:17]=[CH:16][CH:15]=4)[C@@H:10]([OH:20])[C:9](=[O:21])[C:8]=3[CH:7]=[CH:6][N:5]2[C:22]=1[CH3:23].C(N(CC)CC)C.[C:31](Cl)(=[O:36])[C:32]([CH3:35])([CH3:34])[CH3:33]. Product: [CH3:1][C:2]1[N:3]=[C:4]2[C:13]3[NH:12][C@H:11]([C:14]4[CH:19]=[CH:18][CH:17]=[CH:16][CH:15]=4)[C@@H:10]([O:20][C:31](=[O:36])[C:32]([CH3:35])([CH3:34])[CH3:33])[C:9](=[O:21])[C:8]=3[CH:7]=[CH:6][N:5]2[C:22]=1[CH3:23]. The catalyst class is: 4. (2) Reactant: [F:1][CH:2]([F:34])[C:3]([N:5]1[C@H:9]([CH2:10][F:11])[C@@H:8]([C:12]2[CH:17]=[CH:16][C:15]([C:18]3[S:22][C:21]([CH:23]([NH:25]S(C(C)(C)C)=O)[CH3:24])=[N:20][CH:19]=3)=[CH:14][CH:13]=2)[O:7]C1(C)C)=[O:4].FC(F)(F)C(O)=O.C1(C)C=CC=CC=1. Product: [NH2:25][CH:23]([C:21]1[S:22][C:18]([C:15]2[CH:14]=[CH:13][C:12]([C@@H:8]([OH:7])[C@H:9]([NH:5][C:3](=[O:4])[CH:2]([F:34])[F:1])[CH2:10][F:11])=[CH:17][CH:16]=2)=[CH:19][N:20]=1)[CH3:24]. The catalyst class is: 34. (3) Reactant: [F:1][C:2]1[CH:11]=[C:10]([N+:12]([O-:14])=[O:13])[CH:9]=[CH:8][C:3]=1[C:4](OC)=[O:5].[BH4-].[Na+]. Product: [F:1][C:2]1[CH:11]=[C:10]([N+:12]([O-:14])=[O:13])[CH:9]=[CH:8][C:3]=1[CH2:4][OH:5]. The catalyst class is: 5. (4) Reactant: Br[CH2:2][CH2:3][CH2:4][CH2:5][O:6][C:7]1[CH:12]=[CH:11][C:10]([C:13]2[N:17]=[C:16]([C:18]3[CH:19]=[CH:20][C:21]([O:26][CH:27]([CH3:29])[CH3:28])=[C:22]([CH:25]=3)[C:23]#[N:24])[O:15][N:14]=2)=[C:9]([Cl:30])[CH:8]=1.[CH3:31][CH:32]([NH2:34])[CH3:33]. Product: [Cl:30][C:9]1[CH:8]=[C:7]([O:6][CH2:5][CH2:4][CH2:3][CH2:2][NH:34][CH:32]([CH3:33])[CH3:31])[CH:12]=[CH:11][C:10]=1[C:13]1[N:17]=[C:16]([C:18]2[CH:19]=[CH:20][C:21]([O:26][CH:27]([CH3:29])[CH3:28])=[C:22]([CH:25]=2)[C:23]#[N:24])[O:15][N:14]=1. The catalyst class is: 7. (5) Reactant: C[C:2]1[C:21]([C:22]([F:25])([F:24])[F:23])=[CH:20][C:19]([C:26]([F:29])([F:28])[F:27])=[CH:18][C:3]=1[C:4](=[NH:17])[NH:5][NH:6][CH:7]=[C:8]([C:15]#[N:16])[C:9]1[CH:14]=[CH:13][CH:12]=[CH:11][N:10]=1.[CH:30](OCC)(OCC)OCC.C(O)(=O)C. Product: [F:28][C:26]([F:29])([F:27])[C:19]1[CH:18]=[C:3]([C:4]2[N:17]=[CH:30][N:6]([CH:7]=[C:8]([C:9]3[CH:14]=[CH:13][CH:12]=[CH:11][N:10]=3)[C:15]#[N:16])[N:5]=2)[CH:2]=[C:21]([C:22]([F:23])([F:24])[F:25])[CH:20]=1. The catalyst class is: 6. (6) Reactant: [N+:1]([C:4]1[CH:9]=[CH:8][C:7]([O:10][CH2:11][C@H:12]2[O:14][CH2:13]2)=[CH:6][CH:5]=1)([O-:3])=[O:2].[Cl:15][C:16]1[CH:17]=[C:18]([CH2:23][CH2:24][NH2:25])[CH:19]=[CH:20][C:21]=1[Cl:22]. Product: [N+:1]([C:4]1[CH:5]=[CH:6][C:7]([O:10][CH2:11][C@@H:12]([OH:14])[CH2:13][NH:25][CH2:24][CH2:23][C:18]2[CH:19]=[CH:20][C:21]([Cl:22])=[C:16]([Cl:15])[CH:17]=2)=[CH:8][CH:9]=1)([O-:3])=[O:2]. The catalyst class is: 8. (7) Reactant: C([O:8][C:9]1[CH:14]=[CH:13][C:12]([N:15]2[C:19]3=[N:20][CH:21]=[CH:22][C:23]([CH3:24])=[C:18]3[N:17]([CH3:25])[C:16]2=[O:26])=[CH:11][CH:10]=1)C1C=CC=CC=1.CCOC(C)=O. The catalyst class is: 394. Product: [OH:8][C:9]1[CH:10]=[CH:11][C:12]([N:15]2[C:19]3=[N:20][CH:21]=[CH:22][C:23]([CH3:24])=[C:18]3[N:17]([CH3:25])[C:16]2=[O:26])=[CH:13][CH:14]=1.